From a dataset of Full USPTO retrosynthesis dataset with 1.9M reactions from patents (1976-2016). Predict the reactants needed to synthesize the given product. (1) The reactants are: C(OC(=O)[NH:7][CH2:8][CH2:9][N:10]1[C:18]2[C:17]([NH:19][C:20]3[CH:25]=[CH:24][C:23]([O:26][C:27]4[CH:32]=[CH:31][CH:30]=[C:29]([O:33][CH2:34][CH2:35][CH:36]([CH3:38])[CH3:37])[CH:28]=4)=[C:22]([CH3:39])[CH:21]=3)=[N:16][CH:15]=[N:14][C:13]=2[CH:12]=[CH:11]1)(C)(C)C.[ClH:41]. Given the product [ClH:41].[ClH:41].[NH2:7][CH2:8][CH2:9][N:10]1[C:18]2[C:17]([NH:19][C:20]3[CH:25]=[CH:24][C:23]([O:26][C:27]4[CH:32]=[CH:31][CH:30]=[C:29]([O:33][CH2:34][CH2:35][CH:36]([CH3:37])[CH3:38])[CH:28]=4)=[C:22]([CH3:39])[CH:21]=3)=[N:16][CH:15]=[N:14][C:13]=2[CH:12]=[CH:11]1, predict the reactants needed to synthesize it. (2) Given the product [F:15][C:16]1[CH:17]=[C:18]([C:2]2[C:7]3=[N:8][C:9]([C:12]([NH2:14])=[O:13])=[CH:10][N:11]=[C:6]3[CH:5]=[N:4][CH:3]=2)[CH:19]=[C:20]([F:23])[C:21]=1[F:22], predict the reactants needed to synthesize it. The reactants are: Br[C:2]1[C:7]2=[N:8][C:9]([C:12]([NH2:14])=[O:13])=[CH:10][N:11]=[C:6]2[CH:5]=[N:4][CH:3]=1.[F:15][C:16]1[CH:17]=[C:18](B(O)O)[CH:19]=[C:20]([F:23])[C:21]=1[F:22].C(=O)([O-])[O-].[Cs+].[Cs+].O1CCOCC1. (3) The reactants are: [OH-].[Na+].[C:3]([O:22][CH2:23][CH2:24][CH2:25][CH2:26][CH2:27][C:28]([O:30]C)=[O:29])([C:16]1[CH:21]=[CH:20][CH:19]=[CH:18][CH:17]=1)([C:10]1[CH:15]=[CH:14][CH:13]=[CH:12][CH:11]=1)[C:4]1[CH:9]=[CH:8][CH:7]=[CH:6][CH:5]=1. Given the product [C:3]([O:22][CH2:23][CH2:24][CH2:25][CH2:26][CH2:27][C:28]([OH:30])=[O:29])([C:10]1[CH:11]=[CH:12][CH:13]=[CH:14][CH:15]=1)([C:16]1[CH:21]=[CH:20][CH:19]=[CH:18][CH:17]=1)[C:4]1[CH:5]=[CH:6][CH:7]=[CH:8][CH:9]=1, predict the reactants needed to synthesize it.